Dataset: Full USPTO retrosynthesis dataset with 1.9M reactions from patents (1976-2016). Task: Predict the reactants needed to synthesize the given product. (1) Given the product [F:44]/[C:45](=[CH:49]\[C:50]1[CH:55]=[CH:54][C:53]([N:56]2[CH:60]=[C:59]([CH3:61])[N:58]=[CH:57]2)=[C:52]([O:62][CH3:63])[CH:51]=1)/[C:46]([NH:34][NH:33][C:31](=[O:32])[CH:30]([C:35]1[CH:36]=[C:37]([F:43])[C:38]([F:42])=[C:39]([F:41])[CH:40]=1)[CH2:29][CH2:28][CH2:27][Cl:26])=[O:47], predict the reactants needed to synthesize it. The reactants are: C(N(C(C)C)CC)(C)C.C1N(P(Cl)(N2C(=O)OCC2)=O)C(=O)OC1.Cl.[Cl:26][CH2:27][CH2:28][CH2:29][CH:30]([C:35]1[CH:40]=[C:39]([F:41])[C:38]([F:42])=[C:37]([F:43])[CH:36]=1)[C:31]([NH:33][NH2:34])=[O:32].[F:44]/[C:45](=[CH:49]\[C:50]1[CH:55]=[CH:54][C:53]([N:56]2[CH:60]=[C:59]([CH3:61])[N:58]=[CH:57]2)=[C:52]([O:62][CH3:63])[CH:51]=1)/[C:46](O)=[O:47].O.C(=O)(O)[O-].[Na+]. (2) The reactants are: Cl.[F:2][C:3]1[CH:4]=[C:5]([CH:25]=[CH:26][C:27]=1[OH:28])[NH:6][C:7]1[C:16]2[C:11](=[CH:12][CH:13]=[CH:14][C:15]=2[O:17][CH:18]2[CH2:23][CH2:22][N:21]([CH3:24])[CH2:20][CH2:19]2)[N:10]=[CH:9][N:8]=1.[F:29][C:30]1[CH:37]=[CH:36][CH:35]=[CH:34][C:31]=1[CH2:32]Cl. Given the product [F:2][C:3]1[CH:4]=[C:5]([CH:25]=[CH:26][C:27]=1[O:28][CH2:32][C:31]1[CH:34]=[CH:35][CH:36]=[CH:37][C:30]=1[F:29])[NH:6][C:7]1[C:16]2[C:11](=[CH:12][CH:13]=[CH:14][C:15]=2[O:17][CH:18]2[CH2:23][CH2:22][N:21]([CH3:24])[CH2:20][CH2:19]2)[N:10]=[CH:9][N:8]=1, predict the reactants needed to synthesize it.